Regression/Classification. Given a drug SMILES string, predict its toxicity properties. Task type varies by dataset: regression for continuous values (e.g., LD50, hERG inhibition percentage) or binary classification for toxic/non-toxic outcomes (e.g., AMES mutagenicity, cardiotoxicity, hepatotoxicity). Dataset: ames. From a dataset of Ames mutagenicity test results for genotoxicity prediction. (1) The compound is CN(Cc1cccc(C(F)(F)F)c1)N=O. The result is 1 (mutagenic). (2) The molecule is CN=C1C=CC(=C(c2ccc(NC)cc2)c2ccc(N(C)C)cc2)C=C1. The result is 0 (non-mutagenic). (3) The compound is NCCCNCCCCN(CCCN)N(O)N=O. The result is 1 (mutagenic). (4) The molecule is CC/C=C/C=O. The result is 1 (mutagenic). (5) The compound is CCNC(=N)N(N=O)[N+](=O)[O-]. The result is 1 (mutagenic).